Task: Predict the reactants needed to synthesize the given product.. Dataset: Full USPTO retrosynthesis dataset with 1.9M reactions from patents (1976-2016) (1) The reactants are: Cl[C:2]1[N:3]=[N:4][C:5]([NH:12][C:13]2[CH:18]=[CH:17][CH:16]=[C:15]([C:19]([F:22])([F:21])[F:20])[CH:14]=2)=[C:6]2[CH:11]=[CH:10][CH:9]=[N:8][C:7]=12.[CH3:23][O:24][C:25]([C:27]1[CH:32]=[CH:31][C:30](B(O)O)=[CH:29][CH:28]=1)=[O:26].C(=O)([O-])[O-].[Na+].[Na+]. Given the product [F:20][C:19]([F:22])([F:21])[C:15]1[CH:14]=[C:13]([NH:12][C:5]2[N:4]=[N:3][C:2]([C:30]3[CH:31]=[CH:32][C:27]([C:25]([O:24][CH3:23])=[O:26])=[CH:28][CH:29]=3)=[C:7]3[N:8]=[CH:9][CH:10]=[CH:11][C:6]=23)[CH:18]=[CH:17][CH:16]=1, predict the reactants needed to synthesize it. (2) Given the product [Cl:21][C:15]1[CH:16]=[CH:17][CH:18]=[C:19]([Cl:20])[C:14]=1[C:13]1[NH:1][C:2]2[C:11]([CH:12]=1)=[CH:10][CH:9]=[C:4]([C:5]([O:7][CH3:8])=[O:6])[CH:3]=2, predict the reactants needed to synthesize it. The reactants are: [NH2:1][C:2]1[CH:3]=[C:4]([CH:9]=[CH:10][C:11]=1[C:12]#[C:13][C:14]1[C:19]([Cl:20])=[CH:18][CH:17]=[CH:16][C:15]=1[Cl:21])[C:5]([O:7][CH3:8])=[O:6].